Dataset: Experimentally validated miRNA-target interactions with 360,000+ pairs, plus equal number of negative samples. Task: Binary Classification. Given a miRNA mature sequence and a target amino acid sequence, predict their likelihood of interaction. (1) The miRNA is hsa-miR-6746-3p with sequence CAGCCGCCGCCUGUCUCCACAG. The protein sequence of the target gene is MPSPRRSMEGRPLGVSASSSSSSPGSPAHGGGGGGSRFEFQSLLSSRATAVDPTCARLRASESPVHRRGSFPLAAAGPSQSPAPPLPEEDRMDLNPSFLGIALRSLLAIDLWLSKKLGVCAGESSSWGSVRPLMKLLEISGHGIPWLLGTLYCLCRSDSWAGREVLMNLLFALLLDLLLVALIKGLVRRRRPAHNQMDMFVTLSVDKYSFPSGHATRAALMSRFILNHLVLAIPLRVLVVLWAFVLGLSRVMLGRHNVTDVAFGFFLGYMQYSIVDYCWLSPHNAPVLFLLWSQR. Result: 0 (no interaction). (2) The miRNA is mmu-miR-327 with sequence ACUUGAGGGGCAUGAGGAU. The protein sequence of the target gene is MSHPSWLPPKSTGEPLGHVPARMETTHSFGNPSISVSTQQPPKKYAPVVAPKPKYNPYKQPGGEGDLLPPPPPPLEDPGTIPPGPGHFPPPPPLDEGAFKVQQGNPGGKTLEERRSSLDAEIDSLTSILADLECSSPYKPRPPQGSASSIASPPVSTPVTGHKRMVIPQQPPLTATKKSATKPQPAPQAAPIPVTPIGTLKPQPQPVPASYTTASTSSRPTFNVQVKSAQPSPHYMAGPSSGQIYGPGPRGYNNQPVPVSGQCPPPPTCVGTDYAYIPPSGHPPESGYGYTSNQGRYYEP.... Result: 0 (no interaction). (3) The miRNA is cel-miR-56-3p with sequence UACCCGUAAUGUUUCCGCUGAG. The protein sequence of the target gene is MKAVSPVRPSGRKAPSGCGGGELALRCLAEHGHSLGGSAAAAAAAAAARCKAAEAAADEPALCLQCDMNDCYSRLRRLVPTIPPNKKVSKVEILQHVIDYILDLQLALETHPALLRQPPPPAPPLHPAGACPVAPPRTPLTALNTDPAGAVNKQGDSILCR. Result: 0 (no interaction). (4) The miRNA is hsa-miR-4649-5p with sequence UGGGCGAGGGGUGGGCUCUCAGAG. The protein sequence of the target gene is MGALLAFCLLVGLLRWGPAGAQQPGEYCHGWVDAQGNYHEGFQCPEDFDTQDATICCGSCALRYCCAAADARLEQGGCTNDRGELEHPGITAQPVYVPFLIVGSIFIAFIILGSLVAIYCCTCLRPKEPSQQPIRFSLRSYQTETLPMILTSTSLRAASRQSSTATSSSSTGGSVRRFSFARAEPSCLVPSSPPPYTTGHTIHLTQPSGFLVSPQYFAYPLQQEPPLPGKSCPDFSSS. Result: 0 (no interaction). (5) The miRNA is rno-miR-130a-3p with sequence CAGUGCAAUGUUAAAAGGGCAU. The protein sequence of the target gene is MSVPEEEERLLPLTQRWPRASKFLLSGCAATVAELATFPLDLTKTRLQMQGEAALARLGDGARESAPYRGMVRTALGIIEEEGFLKLWQGVTPAIYRHVVYSGGRMVTYEHLREVVFGKSEDEHYPLWKSVIGGMMAGVIGQFLANPTDLVKVQMQMEGKRKLEGKPLRFRGVHHAFAKILAEGGIRGLWAGWVPNIQRAALVNMGDLTTYDTVKHYLVLNTPLEDNIMTHGLSSLCSGLVASILGTPADVIKSRIMNQPRDKQGRGLLYKSSTDCLIQAVQGEGFMSLYKGFLPSWLRM.... Result: 0 (no interaction). (6) The miRNA is hsa-miR-5708 with sequence AUGAGCGACUGUGCCUGACC. The protein sequence of the target gene is MGSLPSRRKSLPSPSLSSSVQGQGPVTMEAERSKATAVALGSFPAGGPAELSLRLGEPLTIVSEDGDWWTVLSEVSGREYNIPSVHVAKVSHGWLYEGLSREKAEELLLLPGNPGGAFLIRESQTRRGSYSLSVRLSRPASWDRIRHYRIHCLDNGWLYISPRLTFPSLQALVDHYSELADDICCLLKEPCVLQRAGPLPGKDIPLPVTVQRTPLNWKELDSSLLFSEAATGEESLLSEGLRESLSFYISLNDEAVSLDDA. Result: 0 (no interaction). (7) The miRNA is hsa-miR-340-5p with sequence UUAUAAAGCAAUGAGACUGAUU. The protein sequence of the target gene is MRDSTGAGNSLVHKRSPLRRNQKTPTSLTKLSLQDGHKAKKPACKFEEGQDVLARWSDGLFYLGTIKKINILKQSCFIIFEDSSKSWVLWKDIQTGATGSGEMVCTICQEEYSEAPNEMVICDKCGQGYHQLCHTPHIDSSVIDSDEKWLCRQCVFATTTKRGGALKKGPNAKALQVMKQTLPYSVADLEWDAGHKTNVQQCYCYCGGPGDWYLKMLQCCKCKQWFHEACVQCLQKPMLFGDRFYTFICSVCSSGPEYLKRLPLQWVDIAHLCLYNLSVIHKKKYFDSELELMTYINENW.... Result: 1 (interaction). (8) The miRNA is hsa-miR-6814-5p with sequence UCCCAAGGGUGAGAUGCUGCCA. The protein sequence of the target gene is MKPGCAAGSPGNEWIFFSTDEITTRYRNTMSNGGLQRSVILSALILLRAVTGFSGDGRAIWSKNPNFTPVNESQLFLYDTFPKNFFWGIGTGALQVEGSWKKDGKGPSIWDHFIHTHLKNVSSTNGSSDSYIFLEKDLSALDFIGVSFYQFSISWPRLFPDGIVTVANAKGLQYYSTLLDALVLRNIEPIVTLYHWDLPLALQEKYGGWKNDTIIDIFNDYATYCFQMFGDRVKYWITIHNPYLVAWHGYGTGMHAPGEKGNLAAVYTVGHNLIKAHSKVWHNYNTHFRPHQKGWLSITL.... Result: 1 (interaction). (9) The miRNA is hsa-miR-3938 with sequence AAUUCCCUUGUAGAUAACCCGG. The protein sequence of the target gene is MAEPSVESSSPGGSATSEDHEFDPSADMLVHDFDDERTLEEEEMMEGETNFSSEIEDLAREGDMPIHELLSLYGYDSTVRLPEEEEEEEEEEEGEDDEDADNDDNSGCSGENKEENIKDSSGQEDETQSSNDDPSQSVTSQDAQEIIRPRRCKYFDTNSEIEEESEEDEDYIPSEDWKKEIMVGSMFQAEIPVGVCRYKENEKVYENDDQLLWDPECLPEEKVVVFLKDASRRTGDEKGVEAIPEGSHIKDNEQALYELVKCSFDTEEALRRLRFNVKAAREELSVWTEEECRNFEQGLK.... Result: 0 (no interaction).